This data is from Full USPTO retrosynthesis dataset with 1.9M reactions from patents (1976-2016). The task is: Predict the reactants needed to synthesize the given product. (1) Given the product [ClH:21].[OH:1][CH:2]([CH2:16][NH:17][CH:18]([CH3:20])[CH3:19])[CH2:3][O:4][C:5]1[CH:6]=[CH:7][C:8]([CH2:11][C:12]([OH:14])=[O:13])=[CH:9][CH:10]=1, predict the reactants needed to synthesize it. The reactants are: [OH:1][CH:2]([CH2:16][NH:17][CH:18]([CH3:20])[CH3:19])[CH2:3][O:4][C:5]1[CH:10]=[CH:9][C:8]([CH2:11][C:12]([O:14]C)=[O:13])=[CH:7][CH:6]=1.[ClH:21]. (2) Given the product [CH2:13]([NH2:43])[C:8]#[CH:7].[P:1]([NH2:4])(=[O:2])([O-:3])[O:19][CH2:20][C:33]#[CH:38], predict the reactants needed to synthesize it. The reactants are: [P:1]([NH2:4])([O-:3])[O-:2].CO[C:7](OC)([O:19][C:20]([C:33]1[CH:38]=CC=CC=1)(C1C=CC=CC=1)C1C=CC=CC=1)[CH:8]1[CH2:13]CC(CP(=O)([O-])O)CC1.C([NH+:43](CC)CC)C. (3) Given the product [CH:1]1([N:6]2[CH2:12][CH2:11][C:10]3[CH:13]=[CH:14][C:15]([CH:17]4[CH2:22][CH2:21][N:20]([C:30]5[N:31]=[CH:32][C:33]([C:36]([O:38][CH3:39])=[O:37])=[N:34][CH:35]=5)[CH2:19][CH2:18]4)=[CH:16][C:9]=3[CH2:8][CH2:7]2)[CH2:5][CH2:4][CH2:3][CH2:2]1, predict the reactants needed to synthesize it. The reactants are: [CH:1]1([N:6]2[CH2:12][CH2:11][C:10]3[CH:13]=[CH:14][C:15]([CH:17]4[CH2:22][CH2:21][NH:20][CH2:19][CH2:18]4)=[CH:16][C:9]=3[CH2:8][CH2:7]2)[CH2:5][CH2:4][CH2:3][CH2:2]1.C(=O)([O-])[O-].[K+].[K+].Cl[C:30]1[N:31]=[CH:32][C:33]([C:36]([O:38][CH3:39])=[O:37])=[N:34][CH:35]=1. (4) Given the product [C:1]1([S:7]([N:10]2[C:18]3[C:13](=[C:14]([C:23]4[N:28]=[C:27]([NH2:29])[N:26]=[C:25]([NH:30][CH3:31])[CH:24]=4)[CH:15]=[CH:16][CH:17]=3)[CH:12]=[CH:11]2)(=[O:9])=[O:8])[CH:6]=[CH:5][CH:4]=[CH:3][CH:2]=1, predict the reactants needed to synthesize it. The reactants are: [C:1]1([S:7]([N:10]2[C:18]3[C:13](=[C:14](B(O)O)[CH:15]=[CH:16][CH:17]=3)[CH:12]=[CH:11]2)(=[O:9])=[O:8])[CH:6]=[CH:5][CH:4]=[CH:3][CH:2]=1.Cl[C:23]1[N:28]=[C:27]([NH2:29])[N:26]=[C:25]([NH:30][CH3:31])[CH:24]=1. (5) Given the product [CH2:14]([O:13][C:11](=[O:12])[C:10]([S:6][CH:1]1[CH2:5][CH2:4][CH2:3][CH2:2]1)([CH3:17])[CH3:16])[CH3:15], predict the reactants needed to synthesize it. The reactants are: [CH:1]1([SH:6])[CH2:5][CH2:4][CH2:3][CH2:2]1.[OH-].[K+].Br[C:10]([CH3:17])([CH3:16])[C:11]([O:13][CH2:14][CH3:15])=[O:12].